This data is from Full USPTO retrosynthesis dataset with 1.9M reactions from patents (1976-2016). The task is: Predict the reactants needed to synthesize the given product. (1) Given the product [Cl:12][C:13]1[CH:21]=[N:20][CH:19]=[CH:18][C:14]=1[C:15]([NH:22][C:23]1[CH:28]=[C:27]([C:29]([F:34])([F:35])[C:30]([F:31])([F:32])[F:33])[CH:26]=[CH:25][C:24]=1[OH:36])=[O:17], predict the reactants needed to synthesize it. The reactants are: CCN=C=NCCCN(C)C.[Cl:12][C:13]1[CH:21]=[N:20][CH:19]=[CH:18][C:14]=1[C:15]([OH:17])=O.[NH2:22][C:23]1[CH:28]=[C:27]([C:29]([F:35])([F:34])[C:30]([F:33])([F:32])[F:31])[CH:26]=[CH:25][C:24]=1[OH:36]. (2) Given the product [CH3:13][S:14][CH2:15][CH2:16][CH:17]1[CH2:18][C:19](=[O:21])[CH2:20][C:4](=[O:6])[CH:3]1[C:2]([O:10][CH2:11][CH3:12])=[O:9], predict the reactants needed to synthesize it. The reactants are: [Na].[C:2]([O:10][CH2:11][CH3:12])(=[O:9])[CH2:3][C:4]([O:6]CC)=O.[CH3:13][S:14][CH2:15][CH2:16]/[CH:17]=[CH:18]/[C:19](=[O:21])[CH3:20].